Dataset: Forward reaction prediction with 1.9M reactions from USPTO patents (1976-2016). Task: Predict the product of the given reaction. (1) Given the reactants [CH3:1][S:2]([OH:5])(=[O:4])=[O:3].[O:6]=[C:7]1[CH:16]2[CH2:17][CH:10]3[CH2:11][CH:12]([O:18][C:19]([C:21]4[C:29]5[C:24](=[CH:25][CH:26]=[CH:27][CH:28]=5)[NH:23][CH:22]=4)=[O:20])[CH2:13][CH:14]([CH2:15]2)[N:9]3[CH2:8]1, predict the reaction product. The product is: [OH2:3].[CH3:1][S:2]([OH:5])(=[O:4])=[O:3].[O:6]=[C:7]1[CH:16]2[CH2:17][CH:10]3[CH2:11][CH:12]([O:18][C:19]([C:21]4[C:29]5[C:24](=[CH:25][CH:26]=[CH:27][CH:28]=5)[NH:23][CH:22]=4)=[O:20])[CH2:13][CH:14]([CH2:15]2)[N:9]3[CH2:8]1. (2) Given the reactants [F:1][C:2]1[CH:3]=[CH:4][C:5]2[C:10]3[C:11]4[C:36](=[O:37])[NH:35][C:34](=[O:38])[C:12]=4[C:13]4[C:14]5[C:19]([N:20]([C@@H:22]6[O:30][C@H:29]([CH2:31][OH:32])[C@@H:27]([OH:28])[C@H:25](O)[C@H:23]6[OH:24])[C:21]=4[C:9]=3[NH:8][C:6]=2[CH:7]=1)=[CH:18][C:17]([F:33])=[CH:16][CH:15]=5.CS(Cl)(=O)=O, predict the reaction product. The product is: [C@@H:22]1([N:20]2[C:21]3[C:9]4[NH:8][C:6]5[CH:7]=[C:2]([F:1])[CH:3]=[CH:4][C:5]=5[C:10]=4[C:11]4[C:36](=[O:37])[NH:35][C:34](=[O:38])[C:12]=4[C:13]=3[C:14]3[C:19]2=[CH:18][C:17]([F:33])=[CH:16][CH:15]=3)[O:30][C@@H:29]2[CH2:31][O:32][C@@H:25]([C@@H:27]2[OH:28])[C@H:23]1[OH:24]. (3) Given the reactants [F:1][C:2]1[CH:3]=[C:4]2[C:8](=[CH:9][CH:10]=1)[NH:7][CH2:6][CH2:5]2.[CH:11]1([N:17]=[C:18]=[O:19])[CH2:16][CH2:15][CH2:14][CH2:13][CH2:12]1, predict the reaction product. The product is: [CH:11]1([NH:17][C:18]([N:7]2[C:8]3[C:4](=[CH:3][C:2]([F:1])=[CH:10][CH:9]=3)[CH2:5][CH2:6]2)=[O:19])[CH2:16][CH2:15][CH2:14][CH2:13][CH2:12]1. (4) Given the reactants [N+:1]([C:4]1[CH:9]=[CH:8][C:7]([C:10]2[CH:14]=[C:13]([C:15]([O:17]CC)=[O:16])[O:12][N:11]=2)=[CH:6][CH:5]=1)([O-:3])=[O:2].[OH-].[Na+].Cl, predict the reaction product. The product is: [N+:1]([C:4]1[CH:5]=[CH:6][C:7]([C:10]2[CH:14]=[C:13]([C:15]([OH:17])=[O:16])[O:12][N:11]=2)=[CH:8][CH:9]=1)([O-:3])=[O:2]. (5) The product is: [C:1]([C:5]1[CH:42]=[CH:41][C:8]([CH2:9][O:10][C:11]2[CH:16]=[CH:15][CH:14]=[CH:13][C:12]=2/[CH:17]=[CH:18]/[CH:19]([CH2:31][CH2:32][C:33]2[CH:34]=[CH:35][C:36]([C:39]3[NH:50][N:49]=[N:48][N:40]=3)=[CH:37][CH:38]=2)[CH2:20][C:21]2[CH:22]=[CH:23][C:24]([C:25]([O:27][CH3:28])=[O:26])=[CH:29][CH:30]=2)=[C:7]([Cl:43])[CH:6]=1)([CH3:4])([CH3:2])[CH3:3]. Given the reactants [C:1]([C:5]1[CH:42]=[CH:41][C:8]([CH2:9][O:10][C:11]2[CH:16]=[CH:15][CH:14]=[CH:13][C:12]=2/[CH:17]=[CH:18]/[CH:19]([CH2:31][CH2:32][C:33]2[CH:38]=[CH:37][C:36]([C:39]#[N:40])=[CH:35][CH:34]=2)[CH2:20][C:21]2[CH:30]=[CH:29][C:24]([C:25]([O:27][CH3:28])=[O:26])=[CH:23][CH:22]=2)=[C:7]([Cl:43])[CH:6]=1)([CH3:4])([CH3:3])[CH3:2].C[Si]([N:48]=[N+:49]=[N-:50])(C)C.C([Sn](=O)CCCC)CCC, predict the reaction product.